Regression. Given a peptide amino acid sequence and an MHC pseudo amino acid sequence, predict their binding affinity value. This is MHC class II binding data. From a dataset of Peptide-MHC class II binding affinity with 134,281 pairs from IEDB. (1) The peptide sequence is DVKFPGGGQIVGGWY. The MHC is HLA-DQA10501-DQB10301 with pseudo-sequence HLA-DQA10501-DQB10301. The binding affinity (normalized) is 0.692. (2) The peptide sequence is NKAGVRIYVDIVLNH. The MHC is HLA-DQA10101-DQB10501 with pseudo-sequence HLA-DQA10101-DQB10501. The binding affinity (normalized) is 0.632. (3) The peptide sequence is VKITDKNYEHIAAYH. The MHC is HLA-DQA10501-DQB10301 with pseudo-sequence HLA-DQA10501-DQB10301. The binding affinity (normalized) is 0.196. (4) The peptide sequence is LTQYFVQENYLEYRQVPG. The MHC is DRB1_1501 with pseudo-sequence DRB1_1501. The binding affinity (normalized) is 0.288. (5) The peptide sequence is AYPSVLGQTIRNSRW. The MHC is HLA-DQA10501-DQB10201 with pseudo-sequence HLA-DQA10501-DQB10201. The binding affinity (normalized) is 0.220. (6) The peptide sequence is LFKYDINIYSANL. The MHC is HLA-DPA10301-DPB10402 with pseudo-sequence HLA-DPA10301-DPB10402. The binding affinity (normalized) is 0.236.